Dataset: Forward reaction prediction with 1.9M reactions from USPTO patents (1976-2016). Task: Predict the product of the given reaction. Given the reactants [Cl:1][C:2]1[N:3]=[C:4]2[C:10](I)=[C:9]([C:12]3[CH:17]=[CH:16][C:15]([C:18]4([NH:22]C(=O)OC(C)(C)C)[CH2:21][CH2:20][CH2:19]4)=[CH:14][CH:13]=3)[O:8][C:5]2=[N:6][CH:7]=1.[C:30]1(B(O)O)[CH:35]=[CH:34][CH:33]=[CH:32][CH:31]=1.P([O-])([O-])([O-])=O.[K+].[K+].[K+].O, predict the reaction product. The product is: [Cl:1][C:2]1[N:3]=[C:4]2[C:10]([C:30]3[CH:35]=[CH:34][CH:33]=[CH:32][CH:31]=3)=[C:9]([C:12]3[CH:17]=[CH:16][C:15]([C:18]4([NH2:22])[CH2:19][CH2:20][CH2:21]4)=[CH:14][CH:13]=3)[O:8][C:5]2=[N:6][CH:7]=1.